From a dataset of Peptide-MHC class I binding affinity with 185,985 pairs from IEDB/IMGT. Regression. Given a peptide amino acid sequence and an MHC pseudo amino acid sequence, predict their binding affinity value. This is MHC class I binding data. (1) The peptide sequence is RVFPGDHFY. The MHC is HLA-A02:03 with pseudo-sequence HLA-A02:03. The binding affinity (normalized) is 0.0847. (2) The peptide sequence is SHLGPQFCK. The MHC is HLA-A68:01 with pseudo-sequence HLA-A68:01. The binding affinity (normalized) is 0.193. (3) The peptide sequence is LYNILSPF. The MHC is HLA-A24:02 with pseudo-sequence HLA-A24:02. The binding affinity (normalized) is 0. (4) The peptide sequence is FMPESSYLL. The MHC is HLA-C03:03 with pseudo-sequence HLA-C03:03. The binding affinity (normalized) is 0.437. (5) The peptide sequence is QQSEARRML. The MHC is HLA-A02:01 with pseudo-sequence HLA-A02:01. The binding affinity (normalized) is 0.367. (6) The peptide sequence is IFLKPDETF. The MHC is HLA-B51:01 with pseudo-sequence HLA-B51:01. The binding affinity (normalized) is 0.0847. (7) The peptide sequence is LLLIALWNL. The MHC is HLA-B58:01 with pseudo-sequence HLA-B58:01. The binding affinity (normalized) is 0.0959. (8) The peptide sequence is TVIHLEWLL. The MHC is HLA-A02:01 with pseudo-sequence HLA-A02:01. The binding affinity (normalized) is 0.841.